This data is from Reaction yield outcomes from USPTO patents with 853,638 reactions. The task is: Predict the reaction yield, written as a fraction of the theoretical maximum amount of product (1.0 means a 100% yield; for example, 0.34 means a 34% yield). (1) The reactants are [CH3:1][O:2][C:3]1[CH:4]=[C:5]([CH:20]=[CH:21][CH:22]=1)[CH2:6][O:7][C:8]1[CH:16]=[CH:15][CH:14]=[C:10]([C:11]([OH:13])=O)[C:9]=1[C:17]([OH:19])=O.Cl.[NH2:24][CH:25]1[CH2:31][CH2:30][C:29](=[O:32])[NH:28][C:26]1=[O:27]. The catalyst is N1C=CC=CC=1. The product is [O:27]=[C:26]1[CH:25]([N:24]2[C:17](=[O:19])[C:9]3[C:10](=[CH:14][CH:15]=[CH:16][C:8]=3[O:7][CH2:6][C:5]3[CH:20]=[CH:21][CH:22]=[C:3]([O:2][CH3:1])[CH:4]=3)[C:11]2=[O:13])[CH2:31][CH2:30][C:29](=[O:32])[NH:28]1. The yield is 0.120. (2) The reactants are [CH3:1][O:2][CH2:3][CH2:4][O:5][C:6]([NH:8][NH:9][C:10]([O:12][CH2:13][CH2:14][O:15][CH3:16])=[O:11])=[O:7].N1C=CC=CC=1.ClCl. The catalyst is C1(C)C=CC=CC=1. The product is [CH3:1][O:2][CH2:3][CH2:4][O:5][C:6]([N:8]=[N:9][C:10]([O:12][CH2:13][CH2:14][O:15][CH3:16])=[O:11])=[O:7]. The yield is 0.600. (3) The reactants are [F:1][C:2]1[CH:8]=[CH:7][C:5]([NH2:6])=[CH:4][C:3]=1[O:9][CH3:10].[CH3:11][C:12]1([CH3:20])[O:17][C:16](=[O:18])[CH2:15][C:14](=[O:19])[O:13]1.[CH:21](OC)(OC)OC. The catalyst is C(#N)C. The product is [F:1][C:2]1[CH:8]=[CH:7][C:5]([NH:6][CH:21]=[C:15]2[C:16](=[O:18])[O:17][C:12]([CH3:20])([CH3:11])[O:13][C:14]2=[O:19])=[CH:4][C:3]=1[O:9][CH3:10]. The yield is 0.740. (4) The reactants are [C:1]([CH2:4][CH2:5][CH2:6][C:7]1[CH:15]=[CH:14][CH:13]=[CH:12][C:8]=1[C:9]([OH:11])=[O:10])([OH:3])=O.CCN(C(C)C)C(C)C.CN(C(ON1N=NC2C=CC=NC1=2)=[N+](C)C)C.F[P-](F)(F)(F)(F)F.[CH2:49]([O:51][C:52](=[O:64])[C@H:53]([OH:63])[C@H:54]([NH2:62])[CH2:55][C:56]1[CH:61]=[CH:60][CH:59]=[CH:58][CH:57]=1)[CH3:50]. The catalyst is C(Cl)Cl. The product is [CH2:55]([C@@H:54]([NH:62][C:1]([CH2:4][CH2:5][CH2:6][C:7]1[CH:15]=[CH:14][CH:13]=[CH:12][C:8]=1[C:9]([OH:11])=[O:10])=[O:3])[C@H:53]([C:52]([O:51][CH2:49][CH3:50])=[O:64])[OH:63])[C:56]1[CH:61]=[CH:60][CH:59]=[CH:58][CH:57]=1. The yield is 0.950. (5) The catalyst is C1C=CC(P(C2C=CC=CC=2)C2C=CC=CC=2)=CC=1.C1C=CC(P(C2C=CC=CC=2)C2C=CC=CC=2)=CC=1.Cl[Pd]Cl.O.C(#N)C. The product is [CH3:9][C:10]1[CH:11]=[C:12]([C:2]2[CH:7]=[C:6]([C:14]3[CH:13]=[CH:12][CH:11]=[C:10]([CH3:9])[CH:15]=3)[N:5]=[CH:4][N:3]=2)[CH:13]=[CH:14][CH:15]=1. The yield is 0.150. The reactants are Cl[C:2]1[CH:7]=[C:6](Cl)[N:5]=[CH:4][N:3]=1.[CH3:9][C:10]1[CH:11]=[C:12](B(O)O)[CH:13]=[CH:14][CH:15]=1.C(=O)([O-])[O-].[Na+].[Na+].